Dataset: Forward reaction prediction with 1.9M reactions from USPTO patents (1976-2016). Task: Predict the product of the given reaction. Given the reactants [CH3:1][O:2][C:3](=[O:27])[C@@H:4]([O:24][CH2:25][CH3:26])[CH2:5][C:6]1[CH:11]=[CH:10][C:9]([O:12]CC2C=CC=CC=2)=[CH:8][C:7]=1[C:20]([F:23])([F:22])[F:21], predict the reaction product. The product is: [CH3:1][O:2][C:3](=[O:27])[C@@H:4]([O:24][CH2:25][CH3:26])[CH2:5][C:6]1[CH:11]=[CH:10][C:9]([OH:12])=[CH:8][C:7]=1[C:20]([F:23])([F:21])[F:22].